Dataset: Forward reaction prediction with 1.9M reactions from USPTO patents (1976-2016). Task: Predict the product of the given reaction. The product is: [C:46]([OH:52])(=[O:47])[CH3:48].[C:46]([OH:52])(=[O:47])[CH3:48].[CH3:1][O:2][C:3]1[CH:4]=[C:5]2[C:9](=[CH:10][CH:11]=1)[N:8]([CH3:12])[CH:7]=[C:6]2[C:13]1[NH:37][C:16]2[N:17]=[CH:18][C:19]3[N:20]([C:21]([C@@H:24]4[CH2:28][CH2:27][C@H:26]([NH2:29])[CH2:25]4)=[N:22][CH:23]=3)[C:15]=2[CH:14]=1. Given the reactants [CH3:1][O:2][C:3]1[CH:4]=[C:5]2[C:9](=[CH:10][CH:11]=1)[N:8]([CH3:12])[CH:7]=[C:6]2[C:13]1[N:37](COCC[Si](C)(C)C)[C:16]2[N:17]=[CH:18][C:19]3[N:20]([C:21]([C@@H:24]4[CH2:28][CH2:27][C@H:26]([NH:29]C(=O)OC(C)(C)C)[CH2:25]4)=[N:22][CH:23]=3)[C:15]=2[CH:14]=1.[C:46]([OH:52])([C:48](F)(F)F)=[O:47].[NH4+].[OH-], predict the reaction product.